From a dataset of Forward reaction prediction with 1.9M reactions from USPTO patents (1976-2016). Predict the product of the given reaction. Given the reactants [CH3:1][N:2]1[CH:6]=[CH:5][N:4]=[CH:3]1.[ClH:7].[F:8][C:9]([F:16])=[C:10]([F:15])[C:11]([F:14])([F:13])[F:12], predict the reaction product. The product is: [Cl-:7].[CH3:1][N+:2]1[CH:6]=[CH:5][N:4]([C:9]([F:16])([F:8])[CH:10]([F:15])[C:11]([F:14])([F:13])[F:12])[CH:3]=1.